From a dataset of Forward reaction prediction with 1.9M reactions from USPTO patents (1976-2016). Predict the product of the given reaction. Given the reactants [F:1][C:2]([F:12])([F:11])[C:3]([NH:5][C@@H:6]1[CH2:9][NH:8][C@H:7]1[CH3:10])=[O:4].C(N(CC)CC)C.[C:20]([C:24]1[CH:25]=[C:26]([CH:30]=[C:31]([C:34]([CH3:37])([CH3:36])[CH3:35])[C:32]=1[OH:33])[C:27](Cl)=[O:28])([CH3:23])([CH3:22])[CH3:21], predict the reaction product. The product is: [C:34]([C:31]1[CH:30]=[C:26]([CH:25]=[C:24]([C:20]([CH3:23])([CH3:22])[CH3:21])[C:32]=1[OH:33])[C:27]([N:8]1[CH2:9][C@@H:6]([NH:5][C:3](=[O:4])[C:2]([F:1])([F:11])[F:12])[C@@H:7]1[CH3:10])=[O:28])([CH3:37])([CH3:36])[CH3:35].